This data is from Full USPTO retrosynthesis dataset with 1.9M reactions from patents (1976-2016). The task is: Predict the reactants needed to synthesize the given product. (1) Given the product [CH3:27][N:24]1[CH2:25][CH2:26][N:21]([CH2:20][CH2:19][CH2:18][NH:17][C:2]2[CH:7]=[CH:6][C:5]([N+:8]([O-:10])=[O:9])=[CH:4][CH:3]=2)[CH2:22][CH2:23]1, predict the reactants needed to synthesize it. The reactants are: F[C:2]1[CH:7]=[CH:6][C:5]([N+:8]([O-:10])=[O:9])=[CH:4][CH:3]=1.CN1CCCC1.[NH2:17][CH2:18][CH2:19][CH2:20][N:21]1[CH2:26][CH2:25][N:24]([CH3:27])[CH2:23][CH2:22]1.C([O-])([O-])=O.[K+].[K+]. (2) The reactants are: [CH3:1][O:2][C:3](=[O:12])[C:4]1[CH:9]=[CH:8][C:7]([NH2:10])=[C:6]([OH:11])[CH:5]=1.[C:13]1([N:19]=[C:20]=[O:21])[CH:18]=[CH:17][CH:16]=[CH:15][CH:14]=1. Given the product [OH:11][C:6]1[CH:5]=[C:4]([C:3]([O:2][CH3:1])=[O:12])[CH:9]=[CH:8][C:7]=1[NH:10][C:20]([NH:19][C:13]1[CH:18]=[CH:17][CH:16]=[CH:15][CH:14]=1)=[O:21], predict the reactants needed to synthesize it. (3) Given the product [Br:8][C:9]1[CH:10]=[C:11]([S:15][CH2:2][CH:3]([O:6][CH3:7])[O:4][CH3:5])[CH:12]=[CH:13][CH:14]=1, predict the reactants needed to synthesize it. The reactants are: Br[CH2:2][CH:3]([O:6][CH3:7])[O:4][CH3:5].[Br:8][C:9]1[CH:10]=[C:11]([SH:15])[CH:12]=[CH:13][CH:14]=1.[OH-].[K+]. (4) Given the product [F:45][C:44]1[C:39]2[CH2:40][O:41][CH2:42][O:43][C:38]=2[C:37]([O:46][CH3:47])=[CH:36][C:35]=1[CH:21]([NH:22][C:23]1[CH:24]=[CH:25][C:26]([C:29]2[N:33]=[C:32]([CH3:34])[O:31][N:30]=2)=[CH:27][CH:28]=1)[C:20]1[NH:19][C:18](=[O:17])[N:1]([C:3]2[N:8]=[CH:7][CH:6]=[CH:5][N:4]=2)[N:2]=1, predict the reactants needed to synthesize it. The reactants are: [NH:1]([C:3]1[N:8]=[CH:7][CH:6]=[CH:5][N:4]=1)[NH2:2].C(N(CC)CC)C.C[O:17][C:18](=O)[N:19]=[C:20](SC)[C:21]([C:35]1[CH:36]=[C:37]([O:46][CH3:47])[C:38]2[O:43][CH2:42][O:41][CH2:40][C:39]=2[C:44]=1[F:45])=[N:22][C:23]1[CH:28]=[CH:27][C:26]([C:29]2[N:33]=[C:32]([CH3:34])[O:31][N:30]=2)=[CH:25][CH:24]=1. (5) Given the product [F:26][C:24]([F:25])([F:27])[C:22]1[CH:21]=[C:5]([CH:4]=[C:3]([C:2]([F:29])([F:28])[F:1])[CH:23]=1)[CH2:6][O:7][CH2:8][C:9]1([CH2:18][CH2:19][N:31]2[C:32](=[O:39])[C:33]3[C:38](=[CH:37][CH:36]=[CH:35][CH:34]=3)[C:30]2=[O:40])[C:17]2[C:12](=[CH:13][CH:14]=[CH:15][CH:16]=2)[CH2:11][O:10]1, predict the reactants needed to synthesize it. The reactants are: [F:1][C:2]([F:29])([F:28])[C:3]1[CH:4]=[C:5]([CH:21]=[C:22]([C:24]([F:27])([F:26])[F:25])[CH:23]=1)[CH2:6][O:7][CH2:8][C:9]1([CH2:18][CH2:19]O)[C:17]2[C:12](=[CH:13][CH:14]=[CH:15][CH:16]=2)[CH2:11][O:10]1.[C:30]1(=[O:40])[C:38]2[C:33](=[CH:34][CH:35]=[CH:36][CH:37]=2)[C:32](=[O:39])[NH:31]1.C1(P(C2C=CC=CC=2)C2C=CC=CC=2)C=CC=CC=1.N(C(OCC)=O)=NC(OCC)=O. (6) Given the product [N:22]1[C:23]2[C:18](=[CH:17][CH:16]=[CH:15][C:14]=2[S:11]([N:8]2[C:6]3=[N:7][C:2]([NH:24][C:25]4[CH:30]=[CH:29][C:28]([N:31]5[CH2:36][CH2:35][N:34]([C:37]([O:39][C:40]([CH3:43])([CH3:42])[CH3:41])=[O:38])[CH2:33][CH2:32]5)=[CH:27][CH:26]=4)=[N:3][CH:4]=[C:5]3[CH:10]=[N:9]2)(=[O:13])=[O:12])[CH:19]=[CH:20][CH:21]=1, predict the reactants needed to synthesize it. The reactants are: Cl[C:2]1[N:7]=[C:6]2[N:8]([S:11]([C:14]3[CH:15]=[CH:16][CH:17]=[C:18]4[C:23]=3[N:22]=[CH:21][CH:20]=[CH:19]4)(=[O:13])=[O:12])[N:9]=[CH:10][C:5]2=[CH:4][N:3]=1.[NH2:24][C:25]1[CH:30]=[CH:29][C:28]([N:31]2[CH2:36][CH2:35][N:34]([C:37]([O:39][C:40]([CH3:43])([CH3:42])[CH3:41])=[O:38])[CH2:33][CH2:32]2)=[CH:27][CH:26]=1.CCN(C(C)C)C(C)C.O. (7) Given the product [CH2:20]([C:10]1[CH:11]=[C:12]([C:13]2[O:32][C:30]([C:28]3[S:29][C:25]([CH2:22][CH2:23][CH3:24])=[CH:26][CH:27]=3)=[N:16][N:15]=2)[CH:17]=[C:18]([CH3:19])[C:9]=1[OH:8])[CH3:21], predict the reactants needed to synthesize it. The reactants are: C([O:8][C:9]1[C:18]([CH3:19])=[CH:17][C:12]([C:13]([NH:15][NH2:16])=O)=[CH:11][C:10]=1[CH2:20][CH3:21])C1C=CC=CC=1.[CH2:22]([C:25]1[S:29][C:28]([C:30]([OH:32])=O)=[CH:27][CH:26]=1)[CH2:23][CH3:24]. (8) Given the product [CH3:1][O:2][C:3](=[O:22])[CH2:4][C@:5]1([CH2:3][CH2:4][CH3:5])[C:10]2[NH:11][C:12]3[C:17]([C:9]=2[CH2:8][CH2:7][O:6]1)=[C:16]([C:18]#[N:19])[CH:15]=[C:14]([O:20][CH2:9][C:10]1[S:26][C:27]([CH3:30])=[N:28][N:11]=1)[C:13]=3[CH3:21], predict the reactants needed to synthesize it. The reactants are: [CH3:1][O:2][C:3](=[O:22])[CH2:4][C@@H:5]1[C:10]2[NH:11][C:12]3[C:17]([C:9]=2[CH2:8][CH2:7][O:6]1)=[C:16]([C:18]#[N:19])[CH:15]=[C:14]([OH:20])[C:13]=3[CH3:21].ClCN1C[N:28]=[C:27]([CH3:30])[S:26]1.C([O-])([O-])=O.[K+].[K+].